This data is from Reaction yield outcomes from USPTO patents with 853,638 reactions. The task is: Predict the reaction yield, written as a fraction of the theoretical maximum amount of product (1.0 means a 100% yield; for example, 0.34 means a 34% yield). The reactants are Br[C:2]1[CH:3]=[CH:4][C:5]([F:23])=[C:6]([C:8]([NH:11][C:12]([N:14]2[CH:20]3[CH2:21][CH2:22][N:17]([CH2:18][CH2:19]3)[CH2:16][CH2:15]2)=[O:13])([CH3:10])[CH3:9])[CH:7]=1.[C:24]1(B(O)O)[CH:29]=[CH:28][CH:27]=[CH:26][CH:25]=1. The catalyst is C([O-])(=O)C.[Pd+2].C([O-])(=O)C. The product is [F:23][C:5]1[CH:4]=[CH:3][C:2]([C:24]2[CH:29]=[CH:28][CH:27]=[CH:26][CH:25]=2)=[CH:7][C:6]=1[C:8]([NH:11][C:12]([N:14]1[CH:20]2[CH2:21][CH2:22][N:17]([CH2:18][CH2:19]2)[CH2:16][CH2:15]1)=[O:13])([CH3:10])[CH3:9]. The yield is 0.390.